From a dataset of TCR-epitope binding with 47,182 pairs between 192 epitopes and 23,139 TCRs. Binary Classification. Given a T-cell receptor sequence (or CDR3 region) and an epitope sequence, predict whether binding occurs between them. The epitope is KEIDRLNEV. The TCR CDR3 sequence is CASSQGTGTGNTIYF. Result: 1 (the TCR binds to the epitope).